Dataset: Peptide-MHC class II binding affinity with 134,281 pairs from IEDB. Task: Regression. Given a peptide amino acid sequence and an MHC pseudo amino acid sequence, predict their binding affinity value. This is MHC class II binding data. (1) The peptide sequence is QDHQEEICEVVLAKS. The MHC is HLA-DPA10103-DPB10401 with pseudo-sequence HLA-DPA10103-DPB10401. The binding affinity (normalized) is 0.243. (2) The peptide sequence is EKKYFAAGQFEPLAA. The MHC is HLA-DQA10501-DQB10301 with pseudo-sequence HLA-DQA10501-DQB10301. The binding affinity (normalized) is 0.723.